From a dataset of Forward reaction prediction with 1.9M reactions from USPTO patents (1976-2016). Predict the product of the given reaction. Given the reactants [Br:1][C:2]1[CH:3]=[C:4]([C:10]([OH:12])=[O:11])[C:5]([S:8][CH3:9])=[N:6][CH:7]=1.S(Cl)(Cl)=O.[CH3:17]O, predict the reaction product. The product is: [Br:1][C:2]1[CH:3]=[C:4]([C:10]([O:12][CH3:17])=[O:11])[C:5]([S:8][CH3:9])=[N:6][CH:7]=1.